This data is from Retrosynthesis with 50K atom-mapped reactions and 10 reaction types from USPTO. The task is: Predict the reactants needed to synthesize the given product. The reactants are: COc1cc(Oc2ccccc2)cc(C)c1C=O. Given the product Cc1cc(Oc2ccccc2)cc(O)c1C=O, predict the reactants needed to synthesize it.